Dataset: Forward reaction prediction with 1.9M reactions from USPTO patents (1976-2016). Task: Predict the product of the given reaction. (1) Given the reactants [CH3:1][C:2]1[NH:6][C:5]2[S:7][CH:8]=[CH:9][C:4]=2[C:3]=1[CH2:10][C:11]([O:13][CH3:14])=[O:12].C(O[K])(C)(C)C.[CH3:21][S:22]([C:25]1[CH:30]=[CH:29][C:28]([S:31](Cl)(=[O:33])=[O:32])=[CH:27][CH:26]=1)(=[O:24])=[O:23], predict the reaction product. The product is: [CH3:1][C:2]1[N:6]([S:31]([C:28]2[CH:27]=[CH:26][C:25]([S:22]([CH3:21])(=[O:24])=[O:23])=[CH:30][CH:29]=2)(=[O:33])=[O:32])[C:5]2[S:7][CH:8]=[CH:9][C:4]=2[C:3]=1[CH2:10][C:11]([O:13][CH3:14])=[O:12]. (2) Given the reactants [NH:1]1[C:5]2[CH:6]=[CH:7][CH:8]=[CH:9][C:4]=2[N:3]=[C:2]1[CH2:10][N:11]([CH2:22][C:23]1[CH:30]=[CH:29][C:26]([CH:27]=O)=[CH:25][CH:24]=1)[CH:12]1[C:21]2[N:20]=[CH:19][CH:18]=[CH:17][C:16]=2[CH2:15][CH2:14][CH2:13]1.[NH:31]1[CH2:36][CH2:35][CH2:34][CH2:33][CH2:32]1.C([BH3-])#N.[Na+], predict the reaction product. The product is: [NH:1]1[C:5]2[CH:6]=[CH:7][CH:8]=[CH:9][C:4]=2[N:3]=[C:2]1[CH2:10][N:11]([CH2:22][C:23]1[CH:30]=[CH:29][C:26]([CH2:27][N:31]2[CH2:36][CH2:35][CH2:34][CH2:33][CH2:32]2)=[CH:25][CH:24]=1)[CH:12]1[C:21]2[N:20]=[CH:19][CH:18]=[CH:17][C:16]=2[CH2:15][CH2:14][CH2:13]1. (3) Given the reactants Br[C:2]1[CH:7]=[CH:6][C:5]([C:8]2[N:12]3[CH:13]=[CH:14][CH:15]=[C:16]([C:17]([F:20])([F:19])[F:18])[C:11]3=[N:10][C:9]=2[CH:21]([CH3:23])[CH3:22])=[CH:4][CH:3]=1.[CH3:24][S:25]([C:28]1[CH:29]=[C:30](B(O)O)[CH:31]=[CH:32][CH:33]=1)(=[O:27])=[O:26].C(=O)([O-])[O-].[Na+].[Na+], predict the reaction product. The product is: [CH:21]([C:9]1[N:10]=[C:11]2[C:16]([C:17]([F:20])([F:19])[F:18])=[CH:15][CH:14]=[CH:13][N:12]2[C:8]=1[C:5]1[CH:6]=[CH:7][C:2]([C:32]2[CH:31]=[CH:30][CH:29]=[C:28]([S:25]([CH3:24])(=[O:27])=[O:26])[CH:33]=2)=[CH:3][CH:4]=1)([CH3:23])[CH3:22]. (4) The product is: [NH2:18][C:7]1[C:8]2[C:13]([N:14]=[C:15]3[C:6]=1[CH2:5][CH2:4][CH:3]([CH2:2][NH:1][C:25](=[O:26])[CH2:24][CH:21]1[CH2:22][CH2:23][S:19][S:20]1)[CH2:16]3)=[CH:12][C:11]([Cl:17])=[CH:10][CH:9]=2. Given the reactants [NH2:1][CH2:2][CH:3]1[CH2:16][C:15]2[C:6](=[C:7]([NH2:18])[C:8]3[C:13]([N:14]=2)=[CH:12][C:11]([Cl:17])=[CH:10][CH:9]=3)[CH2:5][CH2:4]1.[S:19]1[CH2:23][CH2:22][CH:21]([CH2:24][C:25](O)=[O:26])[S:20]1.C1[C@@H](CC(O)=O)SSC1.Cl.CN(C)CCCN=C=NCC, predict the reaction product. (5) Given the reactants C([O:3][C:4]([C:6]1([CH2:9][N:10]([CH3:12])[CH3:11])[CH2:8][CH2:7]1)=[O:5])C.[OH-].[Na+].Cl, predict the reaction product. The product is: [CH3:11][N:10]([CH2:9][C:6]1([C:4]([OH:5])=[O:3])[CH2:8][CH2:7]1)[CH3:12]. (6) Given the reactants [NH2:26][C:21]1[CH:20]=[C:19](C23CC4CC(CC([C:19]5[CH:24]=[CH:23][C:22]([OH:25])=[C:21]([NH2:26])[CH:20]=5)(C4)C2)C3)[CH:24]=[CH:23][C:22]=1[OH:25].O[C:28]1C=C(C2C=CC(N)=C(O)C=2)C=CC=1N.C1(C#CC2C=C(C(Cl)=O)C=C(C=2)C(Cl)=O)C=CC=CC=1.C(Cl)(=O)C1C=CC=C(C(Cl)=O)C=1, predict the reaction product. The product is: [O:25]1[C:22]2[CH:23]=[CH:24][CH:19]=[CH:20][C:21]=2[N:26]=[CH:28]1. (7) Given the reactants [CH:1]1([N:4]2[C:13]3[C:8](=[CH:9][C:10]([F:17])=[C:11]([F:16])[C:12]=3[O:14][CH3:15])[C:7](=[O:18])[C:6]([C:19]([O:21]CC)=O)=[C:5]2[SH:24])[CH2:3][CH2:2]1.[CH:25]1([N:28]2C3C(=CC(F)=C(F)C=3)C(=O)C3C(O)=C(C#N)SC2=3)C[CH2:26]1, predict the reaction product. The product is: [CH:1]1([N:4]2[C:13]3[C:8](=[CH:9][C:10]([F:17])=[C:11]([F:16])[C:12]=3[O:14][CH3:15])[C:7](=[O:18])[C:6]3[C:19]([OH:21])=[C:26]([C:25]#[N:28])[S:24][C:5]2=3)[CH2:2][CH2:3]1. (8) Given the reactants [Cl:1][C:2]1[N:7]=[C:6]([Cl:8])[CH:5]=[CH:4][N:3]=1.[O:9]=[C:10]1[CH2:13][CH:12](C(O)=O)[CH2:11]1.C(#N)C.O.[OH-].[NH4+], predict the reaction product. The product is: [Cl:1][C:2]1[N:3]=[C:4]([CH:12]2[CH2:13][C:10](=[O:9])[CH2:11]2)[CH:5]=[C:6]([Cl:8])[N:7]=1. (9) Given the reactants [Cl:1][C:2]1[CH:18]=[CH:17][C:5]2[CH2:6][CH2:7][N:8]([C:11](=[O:16])[C:12]([F:15])([F:14])[F:13])[CH2:9][CH2:10][C:4]=2[C:3]=1OS(C(F)(F)F)(=O)=O.C1C=CC(P(C2C(C3C(P(C4C=CC=CC=4)C4C=CC=CC=4)=CC=C4C=3C=CC=C4)=C3C(C=CC=C3)=CC=2)C2C=CC=CC=2)=CC=1.[CH3:73][C:74]([CH3:87])([CH3:86])[CH2:75][C:76]([C:78]1[CH:85]=[CH:84][C:81]([CH2:82][NH2:83])=[CH:80][CH:79]=1)=[O:77].C(=O)([O-])[O-].[Cs+].[Cs+], predict the reaction product. The product is: [Cl:1][C:2]1[CH:18]=[CH:17][C:5]2[CH2:6][CH2:7][N:8]([C:11](=[O:16])[C:12]([F:15])([F:14])[F:13])[CH2:9][CH2:10][C:4]=2[C:3]=1[NH:83][CH2:82][C:81]1[CH:84]=[CH:85][C:78]([C:76](=[O:77])[CH2:75][C:74]([CH3:86])([CH3:73])[CH3:87])=[CH:79][CH:80]=1. (10) Given the reactants [NH2:1][C:2]1[N:6]([CH3:7])[C:5](=[O:8])[C:4]([C:19]2[CH:24]=[CH:23][C:22]([O:25][CH:26]([F:28])[F:27])=[C:21]([CH3:29])[CH:20]=2)([C:9]2[CH:14]=[CH:13][CH:12]=[C:11]([C:15]#[C:16][CH2:17][F:18])[CH:10]=2)[N:3]=1.BrC1C=C(C(=O)C(C2C=CC(OC(F)F)=C(C)C=2)=O)C=CC=1[F:37].C(O)C#C, predict the reaction product. The product is: [NH2:1][C:2]1[N:6]([CH3:7])[C:5](=[O:8])[C:4]([C:19]2[CH:24]=[CH:23][C:22]([O:25][CH:26]([F:28])[F:27])=[C:21]([CH3:29])[CH:20]=2)([C:9]2[CH:14]=[CH:13][C:12]([F:37])=[C:11]([C:15]#[C:16][CH2:17][F:18])[CH:10]=2)[N:3]=1.